Dataset: Catalyst prediction with 721,799 reactions and 888 catalyst types from USPTO. Task: Predict which catalyst facilitates the given reaction. (1) Reactant: [Cl:1][C:2]1[N:7]=[CH:6][C:5]([OH:8])=[CH:4][CH:3]=1.C([O-])([O-])=O.[Na+].[Na+].[I:15]I.[O-]S([O-])(=S)=O.[Na+].[Na+]. Product: [Cl:1][C:2]1[N:7]=[C:6]([I:15])[C:5]([OH:8])=[CH:4][CH:3]=1. The catalyst class is: 6. (2) Reactant: [H-].[Na+].[Cl:3][C:4]1[N:12]=[C:11]2[C:7]([NH:8][CH:9]=[N:10]2)=[C:6]([Cl:13])[N:5]=1.[CH3:14]I.O. Product: [Cl:3][C:4]1[N:12]=[C:11]2[C:7]([N:8]=[CH:9][N:10]2[CH3:14])=[C:6]([Cl:13])[N:5]=1. The catalyst class is: 7. (3) Reactant: Cl.[CH2:2]([CH:6]1[CH2:11][CH2:10][CH2:9][N:8]([CH2:12][C@@H:13]2[CH2:18][CH2:17][CH2:16][CH2:15][C@H:14]2[NH2:19])[CH2:7]1)[CH2:3][CH2:4][CH3:5].[O:20]1[C:24]([C:25]2[CH:33]=[CH:32][C:28]([C:29](O)=[O:30])=[CH:27][CH:26]=2)=[CH:23][N:22]=[CH:21]1.CN(C(ON1N=NC2C=CC=NC1=2)=[N+](C)C)C.F[P-](F)(F)(F)(F)F.C(N(C(C)C)CC)(C)C. Product: [CH2:2]([CH:6]1[CH2:11][CH2:10][CH2:9][N:8]([CH2:12][C@@H:13]2[CH2:18][CH2:17][CH2:16][CH2:15][C@H:14]2[NH:19][C:29](=[O:30])[C:28]2[CH:27]=[CH:26][C:25]([C:24]3[O:20][CH:21]=[N:22][CH:23]=3)=[CH:33][CH:32]=2)[CH2:7]1)[CH2:3][CH2:4][CH3:5]. The catalyst class is: 3. (4) Reactant: [CH:1]([C:4]1[CH:5]=[CH:6][C:7]([O:13][CH3:14])=[C:8](B(O)O)[CH:9]=1)([CH3:3])[CH3:2].[F:15][C:16]1[CH:17]=[C:18]([CH:28]([NH:30][C:31]([C:33]2[N:34]=[C:35](Cl)[O:36][CH:37]=2)=[O:32])[CH3:29])[CH:19]=[C:20]([F:27])[C:21]=1[NH:22][S:23]([CH3:26])(=[O:25])=[O:24].C([O-])([O-])=O.[Cs+].[Cs+]. The catalyst class is: 235. Product: [F:27][C:20]1[CH:19]=[C:18]([CH:28]([NH:30][C:31]([C:33]2[N:34]=[C:35]([C:8]3[CH:9]=[C:4]([CH:1]([CH3:3])[CH3:2])[CH:5]=[CH:6][C:7]=3[O:13][CH3:14])[O:36][CH:37]=2)=[O:32])[CH3:29])[CH:17]=[C:16]([F:15])[C:21]=1[NH:22][S:23]([CH3:26])(=[O:25])=[O:24].